Dataset: Catalyst prediction with 721,799 reactions and 888 catalyst types from USPTO. Task: Predict which catalyst facilitates the given reaction. (1) Reactant: [CH3:1][C:2]1([CH3:23])[C:6]([CH3:8])([CH3:7])[O:5][B:4]([C:9]2[CH:18]=[C:17]3[C:12]([CH:13]=[CH:14][CH:15]=[C:16]3[C:19]([O:21]C)=[O:20])=[CH:11][CH:10]=2)[O:3]1.O.[Li+].[OH-]. Product: [CH3:7][C:6]1([CH3:8])[C:2]([CH3:1])([CH3:23])[O:3][B:4]([C:9]2[CH:18]=[C:17]3[C:12]([CH:13]=[CH:14][CH:15]=[C:16]3[C:19]([OH:21])=[O:20])=[CH:11][CH:10]=2)[O:5]1. The catalyst class is: 1. (2) Reactant: C[Si](C)(C)[N-][Si](C)(C)C.[Li+].[SH:11][C:12]1[S:13][CH:14]=[C:15]([C:17]2[CH2:18][C@@H:19]([CH3:29])[N:20]([C:23]([O:25][CH2:26][CH:27]=[CH2:28])=[O:24])[CH2:21][CH:22]=2)[N:16]=1.O(P(OC1C=CC=CC=1)O[C:39]1[C@H:45]([CH3:46])[C@H:44]2[N:41]([C:42](=[O:54])[C@@H:43]2[C@H:47]([O:49][Si:50]([CH3:53])([CH3:52])[CH3:51])[CH3:48])[C:40]=1[C:55]([O:57][CH2:58][CH:59]=[CH2:60])=[O:56])C1C=CC=CC=1.C(#N)C. Product: [CH2:26]([O:25][C:23]([N:20]1[CH2:21][CH:22]=[C:17]([C:15]2[N:16]=[C:12]([S:11][C:39]3[C@H:45]([CH3:46])[C@H:44]4[N:41]([C:42](=[O:54])[C@@H:43]4[C@H:47]([O:49][Si:50]([CH3:51])([CH3:52])[CH3:53])[CH3:48])[C:40]=3[C:55]([O:57][CH2:58][CH:59]=[CH2:60])=[O:56])[S:13][CH:14]=2)[CH2:18][C@H:19]1[CH3:29])=[O:24])[CH:27]=[CH2:28]. The catalyst class is: 1. (3) Reactant: [NH2:1][C:2]1[CH:7]=[CH:6][C:5]([C:8]2[C:12]([C:13]3[CH:18]=[CH:17][C:16]([Cl:19])=[CH:15][C:14]=3[O:20][CH3:21])=[CH:11][S:10][C:9]=2/[CH:22]=[CH:23]/[C:24]([O:26][CH2:27][CH3:28])=[O:25])=[CH:4][CH:3]=1.[CH3:29][S:30](Cl)(=[O:32])=[O:31]. Product: [Cl:19][C:16]1[CH:17]=[CH:18][C:13]([C:12]2[C:8]([C:5]3[CH:4]=[CH:3][C:2]([NH:1][S:30]([CH3:29])(=[O:32])=[O:31])=[CH:7][CH:6]=3)=[C:9](/[CH:22]=[CH:23]/[C:24]([O:26][CH2:27][CH3:28])=[O:25])[S:10][CH:11]=2)=[C:14]([O:20][CH3:21])[CH:15]=1. The catalyst class is: 2. (4) Reactant: [CH3:1]C(C)([O-])C.[K+].[C:7]1(=[N:14][OH:15])[CH2:13][CH2:12][CH2:11][CH2:10][CH2:9][CH2:8]1.Cl[C:17]1[CH:22]=[CH:21][C:20]([N+:23]([O-:25])=[O:24])=[CH:19][CH:18]=1. Product: [N+:23]([C:20]1[CH:21]=[CH:22][C:17]([O:15][N:14]=[C:7]2[CH2:1][CH2:8][CH2:9][CH2:10][CH2:11][CH2:12][CH2:13]2)=[CH:18][CH:19]=1)([O-:25])=[O:24]. The catalyst class is: 3. (5) Reactant: [CH3:1][C:2]1[CH:7]=[C:6]([CH3:8])[CH:5]=[C:4]([CH3:9])[C:3]=1[N:10]=[C:11]=[O:12].[NH2:13][C:14]1[CH:15]=[C:16]([C:35]2[CH:40]=[CH:39][C:38]([O:41][CH3:42])=[C:37]([F:43])[CH:36]=2)[CH:17]=[CH:18][C:19]=1[C:20]([NH:22][C@H:23]([C:31]([O:33][CH3:34])=[O:32])[C@@H:24]([CH3:30])[O:25][C:26]([CH3:29])([CH3:28])[CH3:27])=[O:21].CCCCCC.C(OCC)(=O)C. Product: [CH3:29][C:26]([O:25][C@H:24]([CH3:30])[C@@H:23]([C:31]([O:33][CH3:34])=[O:32])[NH:22][C:20]([C:19]1[CH:18]=[CH:17][C:16]([C:35]2[CH:40]=[CH:39][C:38]([O:41][CH3:42])=[C:37]([F:43])[CH:36]=2)=[CH:15][C:14]=1[NH:13][C:11]([NH:10][C:3]1[C:2]([CH3:1])=[CH:7][C:6]([CH3:8])=[CH:5][C:4]=1[CH3:9])=[O:12])=[O:21])([CH3:27])[CH3:28]. The catalyst class is: 17. (6) Reactant: C([O:5][C:6](=[O:43])[CH2:7][CH2:8][C@H:9]([NH:13][C:14]([C:16]1[CH:20]=[C:19]([O:21][CH2:22][C:23]([N:25]2[CH2:29][CH2:28][CH2:27][C@H:26]2[C:30](=[O:36])[NH:31][CH:32]2[CH2:35][CH2:34][CH2:33]2)=[O:24])[N:18]([C:37]2[CH:42]=[CH:41][CH:40]=[CH:39][CH:38]=2)[N:17]=1)=[O:15])[C:10](O)=[O:11])(C)(C)C.CCN(C(C)C)C(C)C.CN(C(ON1N=NC2C=CC=NC1=2)=[N+](C)C)C.F[P-](F)(F)(F)(F)F.[CH2:77]([O:79][C:80]([N:82]1[CH2:87][CH2:86][NH:85][CH2:84][C@@H:83]1[CH3:88])=[O:81])[CH3:78]. Product: [CH2:77]([O:79][C:80]([N:82]1[CH2:87][CH2:86][N:85]([C:10](=[O:11])[C@@H:9]([NH:13][C:14]([C:16]2[CH:20]=[C:19]([O:21][CH2:22][C:23]([N:25]3[CH2:29][CH2:28][CH2:27][C@H:26]3[C:30](=[O:36])[NH:31][CH:32]3[CH2:33][CH2:34][CH2:35]3)=[O:24])[N:18]([C:37]3[CH:38]=[CH:39][CH:40]=[CH:41][CH:42]=3)[N:17]=2)=[O:15])[CH2:8][CH2:7][C:6]([OH:43])=[O:5])[CH2:84][C@@H:83]1[CH3:88])=[O:81])[CH3:78]. The catalyst class is: 3. (7) Reactant: [C:1]([C:3]1[C:8]([C:9]2[N:13]([S:14]([C:17]3[CH:22]=[CH:21][CH:20]=[CH:19][CH:18]=3)(=[O:16])=[O:15])[CH:12]=[C:11]([CH2:23][N:24](C)[C:25](=O)OC(C)(C)C)[C:10]=2[F:33])=[CH:7][CH:6]=[CH:5][N:4]=1)#[N:2].C(OCC)(=O)C.[ClH:40]. Product: [ClH:40].[F:33][C:10]1[C:11]([CH2:23][NH:24][CH3:25])=[CH:12][N:13]([S:14]([C:17]2[CH:18]=[CH:19][CH:20]=[CH:21][CH:22]=2)(=[O:16])=[O:15])[C:9]=1[C:8]1[C:3]([C:1]#[N:2])=[N:4][CH:5]=[CH:6][CH:7]=1. The catalyst class is: 8. (8) Reactant: [CH3:1][O:2][C:3]1[CH:8]=[CH:7][C:6]([C:9]2[N:18]=[CH:17][C:16]3[CH2:15][CH2:14][CH2:13][C:12](=[O:19])[C:11]=3[N:10]=2)=[CH:5][CH:4]=1.[Br:20]Br. Product: [Br:20][CH:13]1[C:12](=[O:19])[C:11]2[N:10]=[C:9]([C:6]3[CH:7]=[CH:8][C:3]([O:2][CH3:1])=[CH:4][CH:5]=3)[N:18]=[CH:17][C:16]=2[CH2:15][CH2:14]1. The catalyst class is: 201. (9) Reactant: [Cl:1][C:2]1[CH:10]=[C:9]2[C:5]([C:6]([C:11]([N:13]3[CH2:18][CH2:17][C:16]4([C:23]5[CH:24]=[CH:25][CH:26]=[CH:27][C:22]=5[NH:21][C:20](=[O:28])[O:19]4)[CH2:15][CH2:14]3)=[O:12])=[CH:7][NH:8]2)=[CH:4][CH:3]=1.[H-].[Na+].[F:31][C:32]1[CH:33]=[C:34]([CH:38]=[CH:39][CH:40]=1)[C:35](Cl)=[O:36].[Cl-].[NH4+]. Product: [Cl:1][C:2]1[CH:10]=[C:9]2[C:5]([C:6]([C:11]([N:13]3[CH2:18][CH2:17][C:16]4([C:23]5[CH:24]=[CH:25][CH:26]=[CH:27][C:22]=5[NH:21][C:20](=[O:28])[O:19]4)[CH2:15][CH2:14]3)=[O:12])=[CH:7][N:8]2[C:35](=[O:36])[C:34]2[CH:38]=[CH:39][CH:40]=[C:32]([F:31])[CH:33]=2)=[CH:4][CH:3]=1. The catalyst class is: 3.